This data is from Catalyst prediction with 721,799 reactions and 888 catalyst types from USPTO. The task is: Predict which catalyst facilitates the given reaction. Reactant: [CH3:1][N:2]1[CH2:16][CH2:15][C:5]2[NH:6][C:7]3[CH:8]=[CH:9][C:10]([CH3:14])=[C:11]([CH3:13])[C:12]=3[C:4]=2[CH2:3]1.[H-].[Na+].[CH3:19][C:20]1([C:23]2[CH:24]=[N:25][CH:26]=[CH:27][CH:28]=2)[CH2:22][O:21]1. Product: [N:25]1[CH:26]=[CH:27][CH:28]=[C:23]([C:20]([OH:21])([CH3:22])[CH2:19][N:6]2[C:7]3[CH:8]=[CH:9][C:10]([CH3:14])=[C:11]([CH3:13])[C:12]=3[C:4]3[CH2:3][N:2]([CH3:1])[CH2:16][CH2:15][C:5]2=3)[CH:24]=1. The catalyst class is: 3.